This data is from Ames mutagenicity test results for genotoxicity prediction. The task is: Regression/Classification. Given a drug SMILES string, predict its toxicity properties. Task type varies by dataset: regression for continuous values (e.g., LD50, hERG inhibition percentage) or binary classification for toxic/non-toxic outcomes (e.g., AMES mutagenicity, cardiotoxicity, hepatotoxicity). Dataset: ames. (1) The molecule is O=C1Nc2ccc([N+](=O)[O-])cc2C1=O. The result is 1 (mutagenic). (2) The drug is CC(=O)OCc1ccco1. The result is 1 (mutagenic). (3) The compound is CC1CC2c3cccc4c3c(cn4C3CCCC3)CC2N(C)C1. The result is 1 (mutagenic). (4) The compound is NC(=O)CCCCC(N)=O. The result is 0 (non-mutagenic). (5) The molecule is CCn1cc(C(=O)O)c(=O)c2cc3c(cc21)OCO3. The result is 1 (mutagenic). (6) The compound is Cc1ccc2nc3c(ccc4ccccc43)cc2c1. The result is 1 (mutagenic). (7) The compound is OC1C=Cc2c(ccc3cccnc23)C1O. The result is 1 (mutagenic).